From a dataset of Peptide-MHC class I binding affinity with 185,985 pairs from IEDB/IMGT. Regression. Given a peptide amino acid sequence and an MHC pseudo amino acid sequence, predict their binding affinity value. This is MHC class I binding data. (1) The peptide sequence is YTVKYVNL. The MHC is H-2-Kb with pseudo-sequence H-2-Kb. The binding affinity (normalized) is 0.739. (2) The peptide sequence is RPRLHSISF. The MHC is HLA-A30:01 with pseudo-sequence HLA-A30:01. The binding affinity (normalized) is 0.0847. (3) The binding affinity (normalized) is 0.0847. The MHC is HLA-A02:12 with pseudo-sequence HLA-A02:12. The peptide sequence is TQIPRQMVL. (4) The peptide sequence is FSVQRNLPF. The MHC is HLA-A24:02 with pseudo-sequence HLA-A24:02. The binding affinity (normalized) is 0.0847. (5) The peptide sequence is LMQWWSDYV. The MHC is HLA-B27:05 with pseudo-sequence HLA-B27:05. The binding affinity (normalized) is 0.0847.